The task is: Predict which catalyst facilitates the given reaction.. This data is from Catalyst prediction with 721,799 reactions and 888 catalyst types from USPTO. (1) Reactant: Cl[C:2]1[N:7]=[C:6]([N:8]2[CH2:13][CH2:12][N:11]([CH3:14])[CH2:10][CH2:9]2)[CH:5]=[CH:4][CH:3]=1.C(P(C(C)(C)C)C1C=CC=CC=1C1C=CC=CC=1)(C)(C)C.[S:36]1[CH:40]=[CH:39][CH:38]=[C:37]1[Sn](CCCC)(CCCC)CCCC.[F-].[Cs+]. Product: [CH3:14][N:11]1[CH2:12][CH2:13][N:8]([C:6]2[CH:5]=[CH:4][CH:3]=[C:2]([C:37]3[S:36][CH:40]=[CH:39][CH:38]=3)[N:7]=2)[CH2:9][CH2:10]1. The catalyst class is: 102. (2) Reactant: C(OC([NH:8][CH2:9][C@H:10]1[CH2:15][CH2:14][C@H:13]([C:16]([NH:18][C@H:19]([C:50]([NH:52][C:53]2[CH:54]=[CH:55][C:56]3[N:60]=[C:59]([CH:61]([F:63])[F:62])[NH:58][C:57]=3[CH:64]=2)=[O:51])[CH2:20][C:21]2[CH:26]=[CH:25][C:24]([C:27]3[CH:32]=[CH:31][C:30]([C:33]([NH:35][CH:36]4[CH2:41][CH2:40][N:39](C(OC(C)(C)C)=O)[CH2:38][CH2:37]4)=[O:34])=[CH:29][C:28]=3[CH3:49])=[CH:23][CH:22]=2)=[O:17])[CH2:12][CH2:11]1)=O)(C)(C)C.[ClH:65]. Product: [ClH:65].[NH2:8][CH2:9][C@H:10]1[CH2:15][CH2:14][C@H:13]([C:16]([NH:18][C@H:19]([C:50]([NH:52][C:53]2[CH:54]=[CH:55][C:56]3[N:60]=[C:59]([CH:61]([F:63])[F:62])[NH:58][C:57]=3[CH:64]=2)=[O:51])[CH2:20][C:21]2[CH:26]=[CH:25][C:24]([C:27]3[CH:32]=[CH:31][C:30]([C:33]([NH:35][CH:36]4[CH2:37][CH2:38][NH:39][CH2:40][CH2:41]4)=[O:34])=[CH:29][C:28]=3[CH3:49])=[CH:23][CH:22]=2)=[O:17])[CH2:12][CH2:11]1. The catalyst class is: 12. (3) Reactant: [F:1][C:2]1[C:3]([C@@:8]23[O:16][CH2:15][O:14][C@@H:9]2[CH2:10][NH:11][CH2:12][CH2:13]3)=[N:4][CH:5]=[CH:6][CH:7]=1.[Cl:17][C:18]1[CH:19]=[C:20]([CH:24]=[CH:25][C:26]=1[F:27])[C:21](O)=[O:22].CN(C(ON1N=NC2C=CC=NC1=2)=[N+](C)C)C.F[P-](F)(F)(F)(F)F.C(N(CC)CC)C. Product: [F:1][C:2]1[C:3]([C@@:8]23[O:16][CH2:15][O:14][C@@H:9]2[CH2:10][N:11]([C:21]([C:20]2[CH:24]=[CH:25][C:26]([F:27])=[C:18]([Cl:17])[CH:19]=2)=[O:22])[CH2:12][CH2:13]3)=[N:4][CH:5]=[CH:6][CH:7]=1. The catalyst class is: 136. (4) Reactant: [F:1][C:2]1[CH:7]=[C:6]([O:8]C)[C:5]([F:10])=[CH:4][C:3]=1[C:11]1[CH2:12][CH2:13][C:14](=[O:17])[NH:15][N:16]=1.[Cl-].[Al+3].[Cl-].[Cl-]. Product: [F:1][C:2]1[CH:7]=[C:6]([OH:8])[C:5]([F:10])=[CH:4][C:3]=1[C:11]1[CH2:12][CH2:13][C:14](=[O:17])[NH:15][N:16]=1. The catalyst class is: 4. (5) Reactant: [CH2:1]([O:8][C:9]1[CH:14]=[CH:13][C:12](Br)=[CH:11][C:10]=1[CH2:16][C:17]([OH:19])=[O:18])[C:2]1[CH:7]=[CH:6][CH:5]=[CH:4][CH:3]=1.[F:20][C:21]([F:33])([F:32])[O:22][C:23]1[CH:28]=[CH:27][C:26](B(O)O)=[CH:25][CH:24]=1.C(=O)([O-])[O-].[K+].[K+].O1CCOCC1. Product: [CH2:1]([O:8][C:9]1[CH:14]=[CH:13][C:12]([C:26]2[CH:25]=[CH:24][C:23]([O:22][C:21]([F:20])([F:32])[F:33])=[CH:28][CH:27]=2)=[CH:11][C:10]=1[CH2:16][C:17]([OH:19])=[O:18])[C:2]1[CH:7]=[CH:6][CH:5]=[CH:4][CH:3]=1. The catalyst class is: 263. (6) Reactant: [Cl:1][C:2]1[CH:3]=[C:4]2[C:8](=[CH:9][CH:10]=1)[NH:7][CH:6]=[C:5]2[C:11]1[CH:16]=[CH:15][C:14]([Cl:17])=[C:13]([Cl:18])[CH:12]=1.[C:19]([NH:26][CH2:27][C:28](O)=[O:29])([O:21][C:22]([CH3:25])([CH3:24])[CH3:23])=[O:20].C1CN([P+](ON2N=NC3C=CC=CC2=3)(N2CCCC2)N2CCCC2)CC1.F[P-](F)(F)(F)(F)F.C(N(CC)CC)C. Product: [Cl:1][C:2]1[CH:3]=[C:4]2[C:8](=[CH:9][CH:10]=1)[N:7]([C:28](=[O:29])[CH2:27][NH:26][C:19](=[O:20])[O:21][C:22]([CH3:23])([CH3:24])[CH3:25])[CH:6]=[C:5]2[C:11]1[CH:16]=[CH:15][C:14]([Cl:17])=[C:13]([Cl:18])[CH:12]=1. The catalyst class is: 136. (7) Reactant: C[C@@:2]12[C@@H:18]([OH:19])[CH2:17]C[C@H]1[C@H]1[C@@H]([C:6]3C=C[C:9]([OH:20])=[CH:10][C:11]=3CC1)CC2.C(O)(C)C. Product: [CH2:10]1[CH2:9][O:20][CH2:6][CH2:11]1.[CH3:17][CH:18]([OH:19])[CH3:2]. The catalyst class is: 7. (8) Reactant: [C:1]([O:9][C@H:10]1[C@:14]([F:16])([CH3:15])[C@H:13]([N:17]2[CH:22]=[CH:21][C:20](=[O:23])[NH:19][C:18]2=[O:24])[O:12][C@:11]1([F:27])[CH2:25]I)(=[O:8])[C:2]1[CH:7]=[CH:6][CH:5]=[CH:4][CH:3]=1.[C:28]([O-])(=[O:35])[C:29]1[CH:34]=[CH:33][CH:32]=[CH:31][CH:30]=1.[Na+].C1OCCOCCOCCOCCOCCOC1.O. Product: [C:1]([O:9][C@H:10]1[C@:14]([F:16])([CH3:15])[C@H:13]([N:17]2[CH:22]=[CH:21][C:20](=[O:23])[NH:19][C:18]2=[O:24])[O:12][C@@:11]1([F:27])[CH2:25][C:28](=[O:35])[C:29]1[CH:34]=[CH:33][CH:32]=[CH:31][CH:30]=1)(=[O:8])[C:2]1[CH:7]=[CH:6][CH:5]=[CH:4][CH:3]=1. The catalyst class is: 16. (9) Reactant: [F:1][C:2]([F:15])([F:14])[C:3]1[CH:4]=[CH:5][C:6]([O:9][CH2:10][CH2:11][CH2:12]O)=[N:7][CH:8]=1.[Br:16]N1C(=O)CCC1=O.C1(P(C2C=CC=CC=2)C2C=CC=CC=2)C=CC=CC=1.O. Product: [Br:16][CH2:12][CH2:11][CH2:10][O:9][C:6]1[CH:5]=[CH:4][C:3]([C:2]([F:15])([F:14])[F:1])=[CH:8][N:7]=1. The catalyst class is: 4. (10) Reactant: [CH2:1]([O:4][C@H:5]1[C@H:13]([CH3:14])[O:12][C:11](=[O:15])[C@@H:10]([N:16]([C:24]([O:26][C:27]([CH3:30])([CH3:29])[CH3:28])=[O:25])[C:17](=[O:23])[O:18][C:19]([CH3:22])([CH3:21])[CH3:20])[CH2:9][O:8][CH2:7][C@@H:6]1[O:31][CH2:32][CH2:33][CH2:34][CH3:35])[CH:2]=C.C([O-])(O)=[O:37].[Na+].O=[O+][O-].CSC. Product: [C:19]([O:18][C:17]([N:16]([C@H:10]1[CH2:9][O:8][CH2:7][C@H:6]([O:31][CH2:32][CH2:33][CH2:34][CH3:35])[C@@H:5]([O:4][CH2:1][CH:2]=[O:37])[C@H:13]([CH3:14])[O:12][C:11]1=[O:15])[C:24](=[O:25])[O:26][C:27]([CH3:28])([CH3:29])[CH3:30])=[O:23])([CH3:21])([CH3:22])[CH3:20]. The catalyst class is: 100.